This data is from Reaction yield outcomes from USPTO patents with 853,638 reactions. The task is: Predict the reaction yield, written as a fraction of the theoretical maximum amount of product (1.0 means a 100% yield; for example, 0.34 means a 34% yield). (1) The reactants are [CH3:1][O:2][C:3](=[O:32])[C:4]1[CH:9]=[CH:8][C:7]([CH2:10][N:11]2[CH:15]=[C:14]([C:16]3[CH:21]=[CH:20][C:19]([Cl:22])=[CH:18][C:17]=3[Cl:23])[N:13]=[C:12]2[CH2:24][C:25]2[CH:30]=[CH:29][C:28](Br)=[CH:27][CH:26]=2)=[CH:6][CH:5]=1.[F:33][C:34]([F:45])([F:44])[C:35]1[CH:40]=[CH:39][C:38](B(O)O)=[CH:37][CH:36]=1. No catalyst specified. The product is [CH3:1][O:2][C:3](=[O:32])[C:4]1[CH:9]=[CH:8][C:7]([CH2:10][N:11]2[CH:15]=[C:14]([C:16]3[CH:21]=[CH:20][C:19]([Cl:22])=[CH:18][C:17]=3[Cl:23])[N:13]=[C:12]2[CH2:24][C:25]2[CH:30]=[CH:29][C:28]([C:38]3[CH:39]=[CH:40][C:35]([C:34]([F:45])([F:44])[F:33])=[CH:36][CH:37]=3)=[CH:27][CH:26]=2)=[CH:6][CH:5]=1. The yield is 0.340. (2) The reactants are [CH2:1]([O:8][C:9]1[CH:10]=[CH:11][C:12]([O:29][CH:30]([CH3:32])[CH3:31])=[C:13]([C:15]2[NH:28][C:18]3=[N:19][CH:20]=[C:21]([C:23](OCC)=[O:24])[CH:22]=[C:17]3[N:16]=2)[CH:14]=1)[C:2]1[CH:7]=[CH:6][CH:5]=[CH:4][CH:3]=1.[H-].[Al+3].[Li+].[H-].[H-].[H-].O. The catalyst is O1CCCC1. The product is [CH2:1]([O:8][C:9]1[CH:10]=[CH:11][C:12]([O:29][CH:30]([CH3:32])[CH3:31])=[C:13]([C:15]2[NH:28][C:18]3=[N:19][CH:20]=[C:21]([CH2:23][OH:24])[CH:22]=[C:17]3[N:16]=2)[CH:14]=1)[C:2]1[CH:3]=[CH:4][CH:5]=[CH:6][CH:7]=1. The yield is 0.370. (3) The reactants are [F:1][C:2]1[CH:3]=[CH:4][C:5]([C@@H:8]([NH:10][C:11](=[O:13])C)[CH3:9])=[N:6][CH:7]=1.[CH3:14][C:15]([O:18]C(OC([O:18][C:15]([CH3:17])([CH3:16])[CH3:14])=O)=O)([CH3:17])[CH3:16].O.[OH-].[Li+].O. The catalyst is CN(C1C=CN=CC=1)C.C1COCC1.CCOCC. The product is [C:15]([O:18][C:11](=[O:13])[NH:10][C@H:8]([C:5]1[CH:4]=[CH:3][C:2]([F:1])=[CH:7][N:6]=1)[CH3:9])([CH3:17])([CH3:16])[CH3:14]. The yield is 0.940. (4) The reactants are C(OC(=O)[NH:7][CH2:8][CH2:9][CH2:10][N:11]([CH:21]([C:24]1[N:25]([CH2:35][C:36]2[CH:41]=[CH:40][CH:39]=[CH:38][CH:37]=2)[C:26](=[O:34])[C:27]2[C:32]([CH3:33])=[N:31][S:30][C:28]=2[N:29]=1)[CH2:22][CH3:23])[C:12](=[O:20])[C:13]1[CH:18]=[CH:17][C:16]([CH3:19])=[CH:15][CH:14]=1)(C)(C)C.[ClH:43]. The catalyst is CCOCC. The product is [Cl-:43].[NH2:7][CH2:8][CH2:9][CH2:10][N:11]([CH:21]([C:24]1[N:25]([CH2:35][C:36]2[CH:37]=[CH:38][CH:39]=[CH:40][CH:41]=2)[C:26](=[O:34])[C:27]2[C:32]([CH3:33])=[N:31][S:30][C:28]=2[N:29]=1)[CH2:22][CH3:23])[C:12](=[O:20])[C:13]1[CH:18]=[CH:17][C:16]([CH3:19])=[CH:15][CH:14]=1. The yield is 0.870. (5) The reactants are [C:1]([C:3]1[C:8]([NH2:9])=[CH:7][CH:6]=[C:5]([CH3:10])[N:4]=1)#[CH:2].[F:11][C:12]1[CH:13]=[N:14][CH:15]=[C:16](I)[CH:17]=1. The catalyst is C(N(CC)CC)C.[Cu]I.Cl[Pd](Cl)([P](C1C=CC=CC=1)(C1C=CC=CC=1)C1C=CC=CC=1)[P](C1C=CC=CC=1)(C1C=CC=CC=1)C1C=CC=CC=1. The product is [F:11][C:12]1[CH:17]=[C:16]([C:2]#[C:1][C:3]2[C:8]([NH2:9])=[CH:7][CH:6]=[C:5]([CH3:10])[N:4]=2)[CH:15]=[N:14][CH:13]=1. The yield is 0.220. (6) The reactants are [NH2:1][C:2]1[C:7]([N+:8]([O-:10])=[O:9])=[C:6]([OH:11])[N:5]=[C:4]([O:12][CH2:13][CH2:14][CH2:15][CH3:16])[N:3]=1.N1C(C)=CC(C)=CC=1C.[S:26](Cl)([C:29]1[CH:35]=[CH:34][C:32]([CH3:33])=[CH:31][CH:30]=1)(=[O:28])=[O:27].O.C(#N)C. The catalyst is C(#N)C.CCCCCC.C(Cl)Cl.O. The product is [NH2:1][C:2]1[C:7]([N+:8]([O-:10])=[O:9])=[C:6]([O:11][S:26]([C:29]2[CH:35]=[CH:34][C:32]([CH3:33])=[CH:31][CH:30]=2)(=[O:28])=[O:27])[N:5]=[C:4]([O:12][CH2:13][CH2:14][CH2:15][CH3:16])[N:3]=1. The yield is 0.520. (7) The yield is 0.830. The product is [CH3:10][C@H:11]1[CH2:16][C@@H:15]([OH:17])[C@H:14]([C:18]2([CH3:20])[O:24][CH2:19]2)[CH2:13][CH2:12]1. The reactants are OS([O-])(=O)=O.[Na+].O.[OH-].[Na+].[CH3:10][C@H:11]1[CH2:16][C@@H:15]([OH:17])[C@H:14]([C:18]([CH3:20])=[CH2:19])[CH2:13][CH2:12]1.OO.S([O-])([O-])=[O:24].[Na+].[Na+]. The catalyst is OP(O)(O)=O.O.C1(C)C=CC=CC=1.